Dataset: Catalyst prediction with 721,799 reactions and 888 catalyst types from USPTO. Task: Predict which catalyst facilitates the given reaction. (1) Reactant: Br[C:2]1[N:7]=[CH:6][C:5]([C:8]2[N:12]3[CH:13]=[CH:14][CH:15]=[C:16]([C:17]([F:20])([F:19])[F:18])[C:11]3=[N:10][C:9]=2[CH2:21][CH3:22])=[CH:4][CH:3]=1.[CH3:23][S:24]([C:27]1[CH:28]=[C:29](B(O)O)[CH:30]=[CH:31][CH:32]=1)(=[O:26])=[O:25].C(=O)([O-])[O-].[Na+].[Na+]. Product: [CH2:21]([C:9]1[N:10]=[C:11]2[C:16]([C:17]([F:20])([F:19])[F:18])=[CH:15][CH:14]=[CH:13][N:12]2[C:8]=1[C:5]1[CH:6]=[N:7][C:2]([C:31]2[CH:30]=[CH:29][CH:28]=[C:27]([S:24]([CH3:23])(=[O:26])=[O:25])[CH:32]=2)=[CH:3][CH:4]=1)[CH3:22]. The catalyst class is: 270. (2) Reactant: [CH3:1][CH:2]([O:4][C:5]1[CH:32]=[CH:31][C:8]([O:9][CH2:10][C:11]2[CH:30]=[CH:29][C:14]([CH2:15][N:16]3[CH2:21][CH2:20][N:19](C(OC(C)(C)C)=O)[CH2:18][CH2:17]3)=[CH:13][CH:12]=2)=[CH:7][CH:6]=1)[CH3:3].C(O)(C(F)(F)F)=O.[OH-].[Na+]. Product: [CH3:3][CH:2]([O:4][C:5]1[CH:32]=[CH:31][C:8]([O:9][CH2:10][C:11]2[CH:30]=[CH:29][C:14]([CH2:15][N:16]3[CH2:21][CH2:20][NH:19][CH2:18][CH2:17]3)=[CH:13][CH:12]=2)=[CH:7][CH:6]=1)[CH3:1]. The catalyst class is: 2. (3) Reactant: Cl[C:2]1[N:11]=[C:10]([NH:12][CH2:13][CH:14]([C:21]2[CH:26]=[CH:25][CH:24]=[CH:23][CH:22]=2)[C:15]2[CH:16]=[N:17][CH:18]=[CH:19][CH:20]=2)[C:9]2[C:4](=[CH:5][CH:6]=[CH:7][CH:8]=2)[N:3]=1.[CH3:27][S:28]([NH:31][C:32]1[CH:37]=[CH:36][C:35](B(O)O)=[CH:34][CH:33]=1)(=[O:30])=[O:29].CN(C)C1C=CC(C2N=C(NCC(C3C=CC=CC=3)C3NC=CC=3)C3C(=CC=CC=3)N=2)=CC=1. Product: [C:21]1([CH:14]([C:15]2[CH:16]=[N:17][CH:18]=[CH:19][CH:20]=2)[CH2:13][NH:12][C:10]2[C:9]3[C:4](=[CH:5][CH:6]=[CH:7][CH:8]=3)[N:3]=[C:2]([C:35]3[CH:34]=[CH:33][C:32]([NH:31][S:28]([CH3:27])(=[O:29])=[O:30])=[CH:37][CH:36]=3)[N:11]=2)[CH:26]=[CH:25][CH:24]=[CH:23][CH:22]=1. The catalyst class is: 61.